Dataset: Catalyst prediction with 721,799 reactions and 888 catalyst types from USPTO. Task: Predict which catalyst facilitates the given reaction. (1) Reactant: [C:1](Cl)(=[O:3])[CH3:2].[NH2:5][C:6]1[CH:36]=[CH:35][C:9]2[N:10]=[C:11]([NH:13][C:14]3[CH:19]=[C:18]([CH2:20][C:21]4[CH:26]=[CH:25][CH:24]=[CH:23][CH:22]=4)[N:17]=[C:16]([NH:27][C@H:28]4[CH2:33][CH2:32][C@H:31]([OH:34])[CH2:30][CH2:29]4)[N:15]=3)[S:12][C:8]=2[CH:7]=1.C(N(C(C)C)C(C)C)C. Product: [OH:34][C@H:31]1[CH2:30][CH2:29][C@H:28]([NH:27][C:16]2[N:15]=[C:14]([NH:13][C:11]3[S:12][C:8]4[CH:7]=[C:6]([NH:5][C:1](=[O:3])[CH3:2])[CH:36]=[CH:35][C:9]=4[N:10]=3)[CH:19]=[C:18]([CH2:20][C:21]3[CH:22]=[CH:23][CH:24]=[CH:25][CH:26]=3)[N:17]=2)[CH2:33][CH2:32]1. The catalyst class is: 7. (2) Reactant: [CH:1]([C:3]1[CH:4]=[C:5]([CH:16]=[CH:17][CH:18]=1)[O:6][C:7]1[CH:14]=[C:13]([CH3:15])[CH:12]=[CH:11][C:8]=1[C:9]#[N:10])=O.CN.[C:21]([BH3-])#[N:22].[Na+].[C:25]([OH:32])(=[O:31])/[CH:26]=[CH:27]/[C:28]([OH:30])=[O:29]. Product: [C:25]([OH:32])(=[O:31])/[CH:26]=[CH:27]/[C:28]([OH:30])=[O:29].[CH3:15][C:13]1[CH:12]=[CH:11][C:8]([C:9]#[N:10])=[C:7]([O:6][C:5]2[CH:16]=[CH:17][CH:18]=[C:3]([CH2:1][NH:22][CH3:21])[CH:4]=2)[CH:14]=1. The catalyst class is: 404.